From a dataset of Full USPTO retrosynthesis dataset with 1.9M reactions from patents (1976-2016). Predict the reactants needed to synthesize the given product. (1) Given the product [OH:23][NH:22][C:1](=[NH:2])[C:3]1[CH:20]=[CH:19][C:6]2[CH2:7][N:8]([C:12]([O:14][C:15]([CH3:17])([CH3:18])[CH3:16])=[O:13])[CH2:9][CH2:10][O:11][C:5]=2[CH:4]=1, predict the reactants needed to synthesize it. The reactants are: [C:1]([C:3]1[CH:20]=[CH:19][C:6]2[CH2:7][N:8]([C:12]([O:14][C:15]([CH3:18])([CH3:17])[CH3:16])=[O:13])[CH2:9][CH2:10][O:11][C:5]=2[CH:4]=1)#[N:2].Cl.[NH2:22][OH:23].C(=O)(O)[O-].[Na+]. (2) Given the product [CH2:23]([O:11][C:10](=[O:12])[C:9]1[CH:13]=[C:14]([Br:17])[CH:15]=[N:16][C:8]=1[O:7][CH2:6][CH2:5][NH:4][C:1](=[O:3])[CH3:2])[CH3:24], predict the reactants needed to synthesize it. The reactants are: [C:1]([NH:4][CH2:5][CH2:6][O:7][C:8]1[N:16]=[CH:15][C:14]([Br:17])=[CH:13][C:9]=1[C:10]([OH:12])=[O:11])(=[O:3])[CH3:2].S(=O)(=O)(O)O.[CH2:23](O)[CH3:24].